Dataset: Forward reaction prediction with 1.9M reactions from USPTO patents (1976-2016). Task: Predict the product of the given reaction. (1) Given the reactants [ClH:1].[CH3:2][N:3]([CH3:29])[CH:4]1[CH2:9][CH2:8][N:7]([C:10]2[CH:11]=[CH:12][CH:13]=[C:14]3[C:19]=2[N:18]=[CH:17][C:16]([S:20]([C:23]2[CH:28]=[CH:27][CH:26]=[CH:25][CH:24]=2)(=[O:22])=[O:21])=[CH:15]3)[CH2:6][CH2:5]1.[I:30]N1C(=O)CCC1=O, predict the reaction product. The product is: [ClH:1].[I:30][C:13]1[CH:12]=[CH:11][C:10]([N:7]2[CH2:6][CH2:5][CH:4]([N:3]([CH3:29])[CH3:2])[CH2:9][CH2:8]2)=[C:19]2[C:14]=1[CH:15]=[C:16]([S:20]([C:23]1[CH:28]=[CH:27][CH:26]=[CH:25][CH:24]=1)(=[O:21])=[O:22])[CH:17]=[N:18]2. (2) Given the reactants [CH3:1][C:2]1[CH:7]=[C:6]([N+:8]([O-:10])=[O:9])[CH:5]=[C:4]([CH3:11])[C:3]=1[N:12]1[CH:17]=[CH:16][CH:15]=[C:14]([CH2:18][CH2:19][OH:20])[C:13]1=[O:21].[C:22]([Si:26](Cl)([C:33]1[CH:38]=[CH:37][CH:36]=[CH:35][CH:34]=1)[C:27]1[CH:32]=[CH:31][CH:30]=[CH:29][CH:28]=1)([CH3:25])([CH3:24])[CH3:23], predict the reaction product. The product is: [Si:26]([O:20][CH2:19][CH2:18][C:14]1[C:13](=[O:21])[N:12]([C:3]2[C:2]([CH3:1])=[CH:7][C:6]([N+:8]([O-:10])=[O:9])=[CH:5][C:4]=2[CH3:11])[CH:17]=[CH:16][CH:15]=1)([C:22]([CH3:25])([CH3:24])[CH3:23])([C:33]1[CH:34]=[CH:35][CH:36]=[CH:37][CH:38]=1)[C:27]1[CH:32]=[CH:31][CH:30]=[CH:29][CH:28]=1. (3) Given the reactants [CH:1]1([CH:7]([N:11]2[C:15]3[CH:16]=[C:17]([F:21])[C:18]([F:20])=[CH:19][C:14]=3[N:13]=[C:12]2[C:22]2[C:23]([O:30][CH3:31])=[N:24][C:25]([O:28][CH3:29])=[CH:26][CH:27]=2)[C:8](O)=[O:9])[CH2:6][CH2:5][CH2:4][CH2:3][CH2:2]1.C(N(CC)CC)C.CN(C(ON1N=NC2C=CC=NC1=2)=[N+](C)C)C.F[P-](F)(F)(F)(F)F.Cl.[NH2:64][C@H:65]1[CH2:70][CH2:69][C@H:68]([OH:71])[CH2:67][CH2:66]1, predict the reaction product. The product is: [CH:1]1([CH:7]([N:11]2[C:15]3[CH:16]=[C:17]([F:21])[C:18]([F:20])=[CH:19][C:14]=3[N:13]=[C:12]2[C:22]2[C:23]([O:30][CH3:31])=[N:24][C:25]([O:28][CH3:29])=[CH:26][CH:27]=2)[C:8]([NH:64][C@H:65]2[CH2:70][CH2:69][C@H:68]([OH:71])[CH2:67][CH2:66]2)=[O:9])[CH2:6][CH2:5][CH2:4][CH2:3][CH2:2]1. (4) Given the reactants [C:1]([C:3]1[CH:8]=[CH:7][C:6]([CH2:9][CH2:10][CH:11](/[CH:23]=[CH:24]/[C:25]2[CH:30]=[CH:29][CH:28]=[CH:27][C:26]=2[OH:31])[CH2:12][C:13]2[CH:22]=[CH:21][C:16]([C:17]([O:19][CH3:20])=[O:18])=[CH:15][CH:14]=2)=[CH:5][CH:4]=1)#[N:2].[C:32]([C:36]1[CH:43]=[CH:42][C:39]([CH2:40]Br)=[CH:38][CH:37]=1)([CH3:35])([CH3:34])[CH3:33].C(=O)([O-])[O-].[K+].[K+], predict the reaction product. The product is: [C:32]([C:36]1[CH:37]=[CH:38][C:39]([CH2:40][O:31][C:26]2[CH:27]=[CH:28][CH:29]=[CH:30][C:25]=2/[CH:24]=[CH:23]/[CH:11]([CH2:10][CH2:9][C:6]2[CH:7]=[CH:8][C:3]([C:1]#[N:2])=[CH:4][CH:5]=2)[CH2:12][C:13]2[CH:14]=[CH:15][C:16]([C:17]([O:19][CH3:20])=[O:18])=[CH:21][CH:22]=2)=[CH:42][CH:43]=1)([CH3:35])([CH3:33])[CH3:34]. (5) Given the reactants FC(F)(F)C(OC(=O)C(F)(F)F)=O.[OH:14][C:15]1[CH:23]=[CH:22][C:18]([C:19]([NH2:21])=O)=[C:17]([O:24][CH3:25])[CH:16]=1.N1C=CC=CC=1, predict the reaction product. The product is: [OH:14][C:15]1[CH:23]=[CH:22][C:18]([C:19]#[N:21])=[C:17]([O:24][CH3:25])[CH:16]=1. (6) Given the reactants [NH2:1][N:2]1[N:11]=[C:10]([CH:12]([CH3:14])[CH3:13])[C:9]2[C:4](=[CH:5][C:6]([C:15]([F:18])([F:17])[F:16])=[CH:7][CH:8]=2)[C:3]1=[O:19].[C:20]12([CH2:30][C:31](Cl)=[O:32])[CH2:29][CH:24]3[CH2:25][CH:26]([CH2:28][CH:22]([CH2:23]3)[CH2:21]1)[CH2:27]2, predict the reaction product. The product is: [C:20]12([CH2:30][C:31]([NH:1][N:2]3[N:11]=[C:10]([CH:12]([CH3:14])[CH3:13])[C:9]4[C:4](=[CH:5][C:6]([C:15]([F:18])([F:16])[F:17])=[CH:7][CH:8]=4)[C:3]3=[O:19])=[O:32])[CH2:27][CH:26]3[CH2:25][CH:24]([CH2:23][CH:22]([CH2:28]3)[CH2:21]1)[CH2:29]2. (7) Given the reactants [OH-].[K+].C([O:5][C:6]([C:8]1[CH:9]=[CH:10][CH:11]=[C:12]2[O:16][C:15]([CH3:17])=[N:14][C:13]=12)=[O:7])C.Cl, predict the reaction product. The product is: [CH3:17][C:15]1[O:16][C:12]2[C:13](=[C:8]([C:6]([OH:7])=[O:5])[CH:9]=[CH:10][CH:11]=2)[N:14]=1. (8) Given the reactants F[C:2]1[CH:7]=[CH:6][CH:5]=[CH:4][C:3]=1[N+:8]([O-:10])=[O:9].[CH2:11]([NH2:18])[C:12]1[CH:17]=[CH:16][CH:15]=[CH:14][CH:13]=1.CCN(C(C)C)C(C)C.O, predict the reaction product. The product is: [CH2:11]([NH:18][C:2]1[CH:7]=[CH:6][CH:5]=[CH:4][C:3]=1[N+:8]([O-:10])=[O:9])[C:12]1[CH:17]=[CH:16][CH:15]=[CH:14][CH:13]=1.